Dataset: Reaction yield outcomes from USPTO patents with 853,638 reactions. Task: Predict the reaction yield, written as a fraction of the theoretical maximum amount of product (1.0 means a 100% yield; for example, 0.34 means a 34% yield). (1) The reactants are [CH3:1][O:2][C:3](=[O:26])[C:4]1[C:9]([C:10]#[C:11][Si](C)(C)C)=[CH:8][C:7]([F:16])=[C:6]([F:17])[C:5]=1[NH:18][C:19]1[CH:24]=[CH:23][CH:22]=[CH:21][C:20]=1[Cl:25].[OH:27]S(O)(=O)=O. The catalyst is CC(C)=O.O. The product is [CH3:1][O:2][C:3](=[O:26])[C:4]1[C:9]([C:10](=[O:27])[CH3:11])=[CH:8][C:7]([F:16])=[C:6]([F:17])[C:5]=1[NH:18][C:19]1[CH:24]=[CH:23][CH:22]=[CH:21][C:20]=1[Cl:25]. The yield is 0.580. (2) The product is [C:1]([O:5][C:6]([N:8]1[CH2:12][CH2:11][C:10]([C:20]#[N:21])([OH:13])[CH2:9]1)=[O:7])([CH3:4])([CH3:2])[CH3:3]. The catalyst is O.CCOCC.CCOC(C)=O. The yield is 0.520. The reactants are [C:1]([O:5][C:6]([N:8]1[CH2:12][CH2:11][C:10](=[O:13])[CH2:9]1)=[O:7])([CH3:4])([CH3:3])[CH3:2].S(=O)(=O)(O)[O-].[Na+].[C-:20]#[N:21].[K+]. (3) The reactants are C(N(CC)CC)C.O=C1CCC(=O)N1[O:15][C:16](=O)[CH2:17][C:18]#[N:19].[CH3:21][C@H:22]1[CH2:27][CH2:26][NH:25][CH2:24][C@H:23]1[NH:28][C:29](=[O:35])[O:30][C:31]([CH3:34])([CH3:33])[CH3:32]. The catalyst is ClCCl. The product is [C:18]([CH2:17][C:16]([N:25]1[CH2:26][CH2:27][C@H:22]([CH3:21])[C@H:23]([NH:28][C:29](=[O:35])[O:30][C:31]([CH3:34])([CH3:33])[CH3:32])[CH2:24]1)=[O:15])#[N:19]. The yield is 0.830. (4) The reactants are CCN(C(C)C)C(C)C.[C:10]1([C:16]2[NH:20][N:19]=[C:18]([C:21]([NH:23][CH2:24][C:25]([OH:27])=O)=[O:22])[CH:17]=2)[CH:15]=[CH:14][CH:13]=[CH:12][CH:11]=1.C1C=CC2N(O)N=NC=2C=1.CCN=C=NCCCN(C)C.Cl.Cl.Cl.[CH:52]12[CH2:61][CH:56]3[CH2:57][CH:58]([CH2:60][CH:54]([CH2:55]3)[CH:53]1[NH:62][CH:63]1[CH2:68][CH2:67][NH:66][CH2:65][CH2:64]1)[CH2:59]2. The catalyst is CN(C=O)C.O. The product is [CH:54]12[CH2:55][CH:56]3[CH2:57][CH:58]([CH2:59][CH:52]([CH2:61]3)[CH:53]1[NH:62][CH:63]1[CH2:68][CH2:67][N:66]([C:25](=[O:27])[CH2:24][NH:23][C:21]([C:18]3[CH:17]=[C:16]([C:10]4[CH:11]=[CH:12][CH:13]=[CH:14][CH:15]=4)[NH:20][N:19]=3)=[O:22])[CH2:65][CH2:64]1)[CH2:60]2. The yield is 0.816. (5) The reactants are C([N:20]1[CH:24]=[C:23]([C:25]2[C:26]([NH2:31])=[N:27][CH:28]=[CH:29][CH:30]=2)[CH:22]=[N:21]1)(C1C=CC=CC=1)(C1C=CC=CC=1)C1C=CC=CC=1.Cl.CO. The catalyst is O1CCCC1. The product is [NH:20]1[CH:24]=[C:23]([C:25]2[C:26]([NH2:31])=[N:27][CH:28]=[CH:29][CH:30]=2)[CH:22]=[N:21]1. The yield is 0.683. (6) The yield is 0.630. The reactants are [F:1][C:2]1[CH:9]=[CH:8][CH:7]=[CH:6][C:3]=1[CH2:4]Br.[H-].[Na+].[F:12][C:13]([F:22])([F:21])[CH2:14][CH2:15][CH:16]([C:19]#[N:20])[C:17]#[N:18]. The catalyst is CN(C)C=O. The product is [F:1][C:2]1[CH:9]=[CH:8][CH:7]=[CH:6][C:3]=1[CH2:4][C:16]([CH2:15][CH2:14][C:13]([F:12])([F:21])[F:22])([C:17]#[N:18])[C:19]#[N:20]. (7) The yield is 0.730. The catalyst is C(Cl)Cl.CC([O-])=O.CC([O-])=O.[Pd+2]. The product is [CH3:16][O:15][C:11](=[O:14])[CH:12]=[CH:13][C:2]1[CH:10]=[C:9]2[C:5]([CH:6]=[CH:7][NH:8]2)=[CH:4][CH:3]=1. The reactants are Br[C:2]1[CH:10]=[C:9]2[C:5]([CH:6]=[CH:7][NH:8]2)=[CH:4][CH:3]=1.[C:11]([O:15][CH3:16])(=[O:14])[CH:12]=[CH2:13].